Dataset: Full USPTO retrosynthesis dataset with 1.9M reactions from patents (1976-2016). Task: Predict the reactants needed to synthesize the given product. (1) Given the product [CH3:1][O:2][C:3]1[C:4]([C:21]([NH:43][C:44]2[CH:36]=[CH:37][CH:38]=[CH:39][CH:40]=2)=[O:22])=[CH:5][C:6]2[C:11]([CH:12]=1)=[CH:10][CH:9]=[C:8]([C:13]1[CH:18]=[CH:17][CH:16]=[C:15]([O:19][CH3:20])[CH:14]=1)[CH:7]=2, predict the reactants needed to synthesize it. The reactants are: [CH3:1][O:2][C:3]1[C:4]([C:21](O)=[O:22])=[CH:5][C:6]2[C:11]([CH:12]=1)=[CH:10][CH:9]=[C:8]([C:13]1[CH:18]=[CH:17][CH:16]=[C:15]([O:19][CH3:20])[CH:14]=1)[CH:7]=2.CCN=C=NCCCN(C)C.O[C:36]1[C:44]2[N:43]=NN[C:40]=2[CH:39]=[CH:38][CH:37]=1.NC1C=CC=CC=1.C(N(CC)CC)C.Cl. (2) The reactants are: [CH:1]1[C:10]2[C:5](=[CH:6][CH:7]=[CH:8][CH:9]=2)[CH:4]=[CH:3][C:2]=1[S:11](Cl)(=[O:13])=[O:12].CC#[N:17]. Given the product [CH:1]1[C:10]2[C:5](=[CH:6][CH:7]=[CH:8][CH:9]=2)[CH:4]=[CH:3][C:2]=1[S:11]([NH2:17])(=[O:13])=[O:12], predict the reactants needed to synthesize it.